Dataset: Full USPTO retrosynthesis dataset with 1.9M reactions from patents (1976-2016). Task: Predict the reactants needed to synthesize the given product. (1) Given the product [OH:3][CH2:4][C:6]1[CH2:11][CH2:10][CH2:9][CH2:8][C:7]=1[C:12]1[CH:17]=[CH:16][C:15]([NH:18][C:19](=[O:28])[C:20]2[C:25]([F:26])=[CH:24][CH:23]=[CH:22][C:21]=2[F:27])=[CH:14][CH:13]=1, predict the reactants needed to synthesize it. The reactants are: C([O:3][C:4]([C:6]1[CH2:11][CH2:10][CH2:9][CH2:8][C:7]=1[C:12]1[CH:17]=[CH:16][C:15]([NH:18][C:19](=[O:28])[C:20]2[C:25]([F:26])=[CH:24][CH:23]=[CH:22][C:21]=2[F:27])=[CH:14][CH:13]=1)=O)C.[H-].[H-].[H-].[H-].[Li+].[Al+3].[OH-].[Na+].O. (2) Given the product [Br:1][C:2]1[CH:3]=[CH:4][C:5](/[CH:8]=[CH:9]/[C:10]2[CH:11]=[C:12]([CH:16]=[CH:17][C:18]=2[O:19][CH3:20])[C:13]([NH:21][CH:22]([CH2:25][OH:26])[CH2:23][OH:24])=[O:15])=[CH:6][CH:7]=1, predict the reactants needed to synthesize it. The reactants are: [Br:1][C:2]1[CH:7]=[CH:6][C:5](/[CH:8]=[CH:9]/[C:10]2[CH:11]=[C:12]([CH:16]=[CH:17][C:18]=2[O:19][CH3:20])[C:13]([OH:15])=O)=[CH:4][CH:3]=1.[NH2:21][CH:22]([CH2:25][OH:26])[CH2:23][OH:24]. (3) Given the product [CH3:1][N:2]([CH3:12])[C:3]1[CH:8]=[CH:7][C:6]([NH:9][C:10]([NH:16][CH2:15][C:14]([CH3:18])([CH3:17])[CH3:13])=[S:11])=[CH:5][CH:4]=1, predict the reactants needed to synthesize it. The reactants are: [CH3:1][N:2]([CH3:12])[C:3]1[CH:8]=[CH:7][C:6]([N:9]=[C:10]=[S:11])=[CH:5][CH:4]=1.[CH3:13][C:14]([CH3:18])([CH3:17])[CH2:15][NH2:16]. (4) Given the product [Br:11][C:12]1[CH:13]=[C:14]([S:18]([NH:4][C:3]2[CH:5]=[CH:6][C:7]([F:9])=[CH:8][C:2]=2[F:1])(=[O:20])=[O:19])[CH:15]=[N:16][CH:17]=1, predict the reactants needed to synthesize it. The reactants are: [F:1][C:2]1[CH:8]=[C:7]([F:9])[CH:6]=[CH:5][C:3]=1[NH2:4].Cl.[Br:11][C:12]1[CH:13]=[C:14]([S:18](Cl)(=[O:20])=[O:19])[CH:15]=[N:16][CH:17]=1. (5) Given the product [Cl:16][C:17]1[CH:22]=[CH:21][CH:20]=[CH:19][C:18]=1[C:23]1[C:27]([C:28]([O:1]/[N:2]=[C:3](\[NH2:15])/[C:4]2[CH:5]=[CH:6][C:7]([C:10]3[N:11]=[N:12][S:13][CH:14]=3)=[CH:8][CH:9]=2)=[O:29])=[C:26]([CH3:31])[O:25][N:24]=1, predict the reactants needed to synthesize it. The reactants are: [OH:1]/[N:2]=[C:3](\[NH2:15])/[C:4]1[CH:9]=[CH:8][C:7]([C:10]2[N:11]=[N:12][S:13][CH:14]=2)=[CH:6][CH:5]=1.[Cl:16][C:17]1[CH:22]=[CH:21][CH:20]=[CH:19][C:18]=1[C:23]1[C:27]([C:28](Cl)=[O:29])=[C:26]([CH3:31])[O:25][N:24]=1.C(N(CC)CC)C. (6) Given the product [CH3:11][O:12][C:13](=[O:23])[CH2:14][CH2:15][C:16]1[C:17](=[O:22])[N:18]([CH3:24])[CH2:19][CH2:20][CH:21]=1, predict the reactants needed to synthesize it. The reactants are: C[Si]([N-][Si](C)(C)C)(C)C.[Na+].[CH3:11][O:12][C:13](=[O:23])[CH2:14][CH2:15][C:16]1[C:17](=[O:22])[NH:18][CH2:19][CH2:20][CH:21]=1.[CH3:24]Br. (7) Given the product [OH:17][C:12]1[CH:13]=[CH:14][CH:15]=[CH:16][C:11]=1[C:9]([C:6]1[CH:7]=[CH:8][C:3]([O:2][CH3:1])=[CH:4][CH:5]=1)=[O:10], predict the reactants needed to synthesize it. The reactants are: [CH3:1][O:2][C:3]1[CH:8]=[CH:7][C:6]([C:9]([C:11]2[CH:16]=[CH:15][CH:14]=[CH:13][C:12]=2[O:17]C)=[O:10])=[CH:5][CH:4]=1.